Dataset: Forward reaction prediction with 1.9M reactions from USPTO patents (1976-2016). Task: Predict the product of the given reaction. The product is: [CH3:23][C:22]([O:18][C:17]([C:9]1[CH:10]=[CH:11][C:12]2[C:13](=[O:16])[C:14]3[C:5]([S:6][C:7]=2[CH:8]=1)=[CH:4][CH:3]=[C:2]([CH3:1])[CH:15]=3)=[O:19])([CH3:24])[CH2:21][CH3:20]. Given the reactants [CH3:1][C:2]1[CH:15]=[C:14]2[C:5]([S:6][C:7]3[CH:8]=[C:9]([C:17]([OH:19])=[O:18])[CH:10]=[CH:11][C:12]=3[C:13]2=[O:16])=[CH:4][CH:3]=1.[CH3:20][CH2:21][C:22]([O-])([CH3:24])[CH3:23].[Na+], predict the reaction product.